This data is from CYP2C9 inhibition data for predicting drug metabolism from PubChem BioAssay. The task is: Regression/Classification. Given a drug SMILES string, predict its absorption, distribution, metabolism, or excretion properties. Task type varies by dataset: regression for continuous measurements (e.g., permeability, clearance, half-life) or binary classification for categorical outcomes (e.g., BBB penetration, CYP inhibition). Dataset: cyp2c9_veith. (1) The compound is Cc1cc(C)nc([N-]S(=O)(=O)c2ccc(N)cc2)n1.[Na+]. The result is 0 (non-inhibitor). (2) The drug is O=C(N/N=C1/C[C@@H](O)[C@@H](O)[C@H]2[C@@H]1CC[C@H]1C(=O)N(c3ccc(F)cc3F)C(=O)[C@H]21)OCc1ccccc1. The result is 0 (non-inhibitor). (3) The drug is COc1ccc(C(=O)N2CCC3(CC2)CN(c2ncccn2)C3)cc1. The result is 0 (non-inhibitor). (4) The drug is CC(C)C(=O)NCCc1nc2ccccc2n1CCCOc1ccc(Cl)cc1. The result is 1 (inhibitor). (5) The drug is CN(C)c1ncc2nc(-c3ccccc3)c(=O)n(Cc3ccc(F)cc3)c2n1. The result is 0 (non-inhibitor). (6) The drug is c1ccc(CCc2nc(-c3ccccc3)no2)cc1. The result is 0 (non-inhibitor). (7) The molecule is CCOC(=O)CSc1nnc(NC(=O)c2cccc(S(=O)(=O)N3CCCCCC3)c2)s1. The result is 1 (inhibitor). (8) The compound is CCOC(=O)N1CCN(C(=O)c2ccc(NC(C)=O)cc2)CC1. The result is 0 (non-inhibitor).